From a dataset of Full USPTO retrosynthesis dataset with 1.9M reactions from patents (1976-2016). Predict the reactants needed to synthesize the given product. (1) Given the product [C:1]([O:5][C:6]([N:8]1[CH2:11][C:10]([NH:14][C:15]([O:17][C:18]([CH3:21])([CH3:20])[CH3:19])=[O:16])([CH2:12][O:13][S:30]([CH3:29])(=[O:32])=[O:31])[CH2:9]1)=[O:7])([CH3:3])([CH3:4])[CH3:2], predict the reactants needed to synthesize it. The reactants are: [C:1]([O:5][C:6]([N:8]1[CH2:11][C:10]([NH:14][C:15]([O:17][C:18]([CH3:21])([CH3:20])[CH3:19])=[O:16])([CH2:12][OH:13])[CH2:9]1)=[O:7])([CH3:4])([CH3:3])[CH3:2].C(N(CC)CC)C.[CH3:29][S:30](Cl)(=[O:32])=[O:31].C(O)(=O)C. (2) Given the product [CH2:1]([O:3][C:4]([C:6]1[CH:7]=[N:8][N:9]2[C:14]([OH:15])=[C:13]([C:16]([N:30]3[CH2:31][CH2:32][C:27]4([C:26]5[C:21]([F:20])=[CH:22][CH:23]=[CH:24][C:25]=5[O:34][CH2:33]4)[CH2:28][CH2:29]3)=[O:18])[CH:12]=[N:11][C:10]=12)=[O:5])[CH3:2], predict the reactants needed to synthesize it. The reactants are: [CH2:1]([O:3][C:4]([C:6]1[CH:7]=[N:8][N:9]2[C:14]([OH:15])=[C:13]([C:16]([OH:18])=O)[CH:12]=[N:11][C:10]=12)=[O:5])[CH3:2].Cl.[F:20][C:21]1[C:26]2[C:27]3([CH2:33][O:34][C:25]=2[CH:24]=[CH:23][CH:22]=1)[CH2:32][CH2:31][NH:30][CH2:29][CH2:28]3. (3) Given the product [CH2:22]([O:29][C:30]1[CH:42]=[CH:41][C:33]([O:34][CH:35]2[CH2:40][CH2:39][N:38]([C:8]([NH:10][C:11]3[CH:12]=[CH:13][C:14]([C:15]([O:17][CH3:18])=[O:16])=[CH:19][CH:20]=3)=[O:9])[CH2:37][CH2:36]2)=[CH:32][CH:31]=1)[C:23]1[CH:24]=[CH:25][CH:26]=[CH:27][CH:28]=1, predict the reactants needed to synthesize it. The reactants are: O([C:8]([NH:10][C:11]1[CH:20]=[CH:19][C:14]([C:15]([O:17][CH3:18])=[O:16])=[CH:13][CH:12]=1)=[O:9])C1C=CC=CC=1.Cl.[CH2:22]([O:29][C:30]1[CH:42]=[CH:41][C:33]([O:34][CH:35]2[CH2:40][CH2:39][NH:38][CH2:37][CH2:36]2)=[CH:32][CH:31]=1)[C:23]1[CH:28]=[CH:27][CH:26]=[CH:25][CH:24]=1.